Dataset: Full USPTO retrosynthesis dataset with 1.9M reactions from patents (1976-2016). Task: Predict the reactants needed to synthesize the given product. (1) The reactants are: C(N(CC)CC)C.Cl.[NH2:9][C:10]1[CH:11]=[N:12][C:13]2[C:18]([C:19]=1[OH:20])=[CH:17][C:16]([CH3:21])=[CH:15][CH:14]=2.[C:22](Cl)(=[O:26])[CH2:23][CH2:24][CH3:25]. Given the product [OH2:20].[C:22]([NH:9][C:10]1[CH:11]=[N:12][C:13]2[C:18]([C:19]=1[OH:20])=[CH:17][C:16]([CH3:21])=[CH:15][CH:14]=2)(=[O:26])[CH2:23][CH2:24][CH3:25].[C:22]([NH:9][C:10]1[CH:11]=[N:12][C:13]2[C:18]([C:19]=1[OH:20])=[CH:17][C:16]([CH3:21])=[CH:15][CH:14]=2)(=[O:26])[CH2:23][CH2:24][CH3:25], predict the reactants needed to synthesize it. (2) Given the product [F:38][C:37]([F:40])([F:39])[C:35]([OH:41])=[O:36].[NH2:19][CH2:18][CH2:17][O:16][C:13]1[CH:14]=[CH:15][C:10]([C:6]2[CH:7]=[CH:8][CH:9]=[C:4]([C:2]([NH2:1])=[O:3])[CH:5]=2)=[C:11]([CH3:27])[CH:12]=1, predict the reactants needed to synthesize it. The reactants are: [NH2:1][C:2]([C:4]1[CH:5]=[C:6]([C:10]2[CH:15]=[CH:14][C:13]([O:16][CH2:17][CH2:18][NH:19]C(=O)OC(C)(C)C)=[CH:12][C:11]=2[CH3:27])[CH:7]=[CH:8][CH:9]=1)=[O:3].[SiH](CC)(CC)CC.[C:35]([OH:41])([C:37]([F:40])([F:39])[F:38])=[O:36]. (3) The reactants are: [H-].[Na+].O=C1C(NC(=O)[C@@H]([N:15]([CH3:23])[C:16](=[O:22])[O:17][C:18]([CH3:21])([CH3:20])C)C)CSC2C=CC=CC=2N1.C(Br)C1C=CC=CC=1.CN(C=[O:41])C. Given the product [O:41]=[CH:21][CH:18]([O:17][C:16](=[O:22])[NH:15][CH3:23])[CH3:20], predict the reactants needed to synthesize it. (4) Given the product [CH:1]([N:4]1[C:12]2[CH:11]=[C:10]([NH:13][C:14]3[CH:19]=[CH:18][N:17]=[C:16]([N:20]4[CH:24]=[C:23]([S:25]([CH3:26])=[O:29])[N:22]=[CH:21]4)[N:15]=3)[N:9]=[CH:8][C:7]=2[N:6]=[C:5]1[CH3:27])([CH3:3])[CH3:2], predict the reactants needed to synthesize it. The reactants are: [CH:1]([N:4]1[C:12]2[CH:11]=[C:10]([NH:13][C:14]3[CH:19]=[CH:18][N:17]=[C:16]([N:20]4[CH:24]=[C:23]([S:25][CH3:26])[N:22]=[CH:21]4)[N:15]=3)[N:9]=[CH:8][C:7]=2[N:6]=[C:5]1[CH3:27])([CH3:3])[CH3:2].C(O)(C(F)(F)F)=[O:29].ClC1C=CC=C(C(OO)=O)C=1. (5) Given the product [Br:1][C:2]1[C:7]([CH3:8])=[CH:6][C:5]([NH2:9])=[CH:4][C:3]=1[CH2:12][C:13]([O:15][CH3:16])=[O:14], predict the reactants needed to synthesize it. The reactants are: [Br:1][C:2]1[C:7]([CH3:8])=[CH:6][C:5]([N+:9]([O-])=O)=[CH:4][C:3]=1[CH2:12][C:13]([O:15][CH3:16])=[O:14].C(O)(=O)C. (6) Given the product [CH3:1][O:2][CH2:3][CH2:4][O:5][CH2:6][CH2:7][O:8][CH2:9][CH2:10][O:11][C:12]1[C:21]2[C:16](=[CH:17][CH:18]=[CH:19][CH:20]=2)[CH:15]=[CH:14][CH:13]=1.[C:45]12([C:43]([O:42][CH:37]([C:38]([F:41])([F:39])[F:40])[C:36]([F:35])([F:59])[S:55]([O-:58])(=[O:56])=[O:57])=[O:44])[CH2:46][CH:47]3[CH2:53][CH:51]([CH2:50][CH:49]([CH2:48]3)[CH2:54]1)[CH2:52]2.[SH+:26]1[CH2:22][CH2:23][CH2:24][CH2:25]1, predict the reactants needed to synthesize it. The reactants are: [CH3:1][O:2][CH2:3][CH2:4][O:5][CH2:6][CH2:7][O:8][CH2:9][CH2:10][O:11][C:12]1[C:21]2[C:16](=[CH:17][CH:18]=[CH:19][CH:20]=2)[CH:15]=[CH:14][CH:13]=1.[CH2:22]1[S:26](=O)[CH2:25][CH2:24][CH2:23]1.C(OC(C)C)(C)C.[F:35][C:36]([F:59])([S:55]([O-:58])(=[O:57])=[O:56])[CH:37]([O:42][C:43]([C:45]12[CH2:54][CH:49]3[CH2:50][CH:51]([CH2:53][CH:47]([CH2:48]3)[CH2:46]1)[CH2:52]2)=[O:44])[C:38]([F:41])([F:40])[F:39].C([N+](C)(C)C)C1C=CC=CC=1.